Dataset: Peptide-MHC class II binding affinity with 134,281 pairs from IEDB. Task: Regression. Given a peptide amino acid sequence and an MHC pseudo amino acid sequence, predict their binding affinity value. This is MHC class II binding data. (1) The peptide sequence is AWASACGGTGKNTIV. The MHC is HLA-DQA10501-DQB10301 with pseudo-sequence HLA-DQA10501-DQB10301. The binding affinity (normalized) is 0.493. (2) The binding affinity (normalized) is 0.467. The peptide sequence is SSNPTILSEGNSFTA. The MHC is DRB1_0101 with pseudo-sequence DRB1_0101. (3) The peptide sequence is RTEGRCLHYTVDK. The MHC is DRB5_0101 with pseudo-sequence DRB5_0101. The binding affinity (normalized) is 0.